From a dataset of Forward reaction prediction with 1.9M reactions from USPTO patents (1976-2016). Predict the product of the given reaction. (1) Given the reactants [Cl:1][C:2]1[C:10]2[C:5](=[CH:6][CH:7]=[CH:8][CH:9]=2)[NH:4][N:3]=1.[F:11][C:12]1[CH:31]=[CH:30][C:15]([CH2:16][NH:17][C:18]([C:20]2[CH:25]=[CH:24][C:23]([S:26](Cl)(=[O:28])=[O:27])=[CH:22][CH:21]=2)=[O:19])=[CH:14][CH:13]=1.CCN(CC)CC, predict the reaction product. The product is: [Cl:1][C:2]1[C:10]2[C:5](=[CH:6][CH:7]=[CH:8][CH:9]=2)[N:4]([S:26]([C:23]2[CH:22]=[CH:21][C:20]([C:18]([NH:17][CH2:16][C:15]3[CH:30]=[CH:31][C:12]([F:11])=[CH:13][CH:14]=3)=[O:19])=[CH:25][CH:24]=2)(=[O:27])=[O:28])[N:3]=1. (2) The product is: [Cl:16][CH:11]([C:6]1[CH:7]=[CH:8][CH:9]=[C:10]2[C:5]=1[CH:4]=[CH:3][CH:2]=[N:1]2)[CH3:12]. Given the reactants [N:1]1[C:10]2[C:5](=[C:6]([CH:11](O)[CH3:12])[CH:7]=[CH:8][CH:9]=2)[CH:4]=[CH:3][CH:2]=1.S(Cl)([Cl:16])=O, predict the reaction product.